Regression. Given a peptide amino acid sequence and an MHC pseudo amino acid sequence, predict their binding affinity value. This is MHC class II binding data. From a dataset of Peptide-MHC class II binding affinity with 134,281 pairs from IEDB. The peptide sequence is WKKYFAATQFEPLAA. The MHC is HLA-DPA10301-DPB10402 with pseudo-sequence HLA-DPA10301-DPB10402. The binding affinity (normalized) is 0.876.